Dataset: Full USPTO retrosynthesis dataset with 1.9M reactions from patents (1976-2016). Task: Predict the reactants needed to synthesize the given product. (1) Given the product [F:23][C:19]1[CH:18]=[C:17]([C:4]2[C:3]([CH2:2][N:26]3[CH2:27][CH2:28][CH2:29][C:25]3=[O:24])=[C:12]([C:13]([O:15][CH3:16])=[O:14])[C:11]3[C:6](=[CH:7][CH:8]=[CH:9][CH:10]=3)[N:5]=2)[CH:22]=[CH:21][CH:20]=1, predict the reactants needed to synthesize it. The reactants are: Br[CH2:2][C:3]1[C:4]([C:17]2[CH:22]=[CH:21][CH:20]=[C:19]([F:23])[CH:18]=2)=[N:5][C:6]2[C:11]([C:12]=1[C:13]([O:15][CH3:16])=[O:14])=[CH:10][CH:9]=[CH:8][CH:7]=2.[O:24]=[C:25]1[CH2:29][CH2:28][CH2:27][N:26]1CC1C(C2C=CC=CC=2)=NC2C(C=1C(OC)=O)=CC=CC=2. (2) Given the product [CH3:51][C:52]([O:55][CH2:56][CH2:57][C:58]([NH:29][C:30]1[CH:38]=[C:37]2[C:33]([CH:34]=[C:35]([C:46]([O:48][CH2:49][CH3:50])=[O:47])[N:36]2[C:39]([O:41][C:42]([CH3:45])([CH3:44])[CH3:43])=[O:40])=[CH:32][CH:31]=1)=[O:59])([CH3:54])[CH3:53], predict the reactants needed to synthesize it. The reactants are: F[P-](F)(F)(F)(F)F.N1(O[P+](N(C)C)(N(C)C)N(C)C)C2C=CC=CC=2N=N1.[Cl-].[NH2:29][C:30]1[CH:38]=[C:37]2[C:33]([CH:34]=[C:35]([C:46]([O:48][CH2:49][CH3:50])=[O:47])[N:36]2[C:39]([O:41][C:42]([CH3:45])([CH3:44])[CH3:43])=[O:40])=[CH:32][CH:31]=1.[CH3:51][C:52]([O:55][CH2:56][CH2:57][C:58](O)=[O:59])([CH3:54])[CH3:53].C(N(C(C)C)CC)(C)C. (3) Given the product [C:9]1([C:6]2[CH:5]=[CH:4][C:3]([O:2][CH3:1])=[CH:8][N:7]=2)[CH2:12][CH2:11][CH:10]=1, predict the reactants needed to synthesize it. The reactants are: [CH3:1][O:2][C:3]1[CH:4]=[CH:5][C:6]([C:9]2(O)[CH2:12][CH2:11][CH2:10]2)=[N:7][CH:8]=1.[H-].[Na+].CS(Cl)(=O)=O. (4) Given the product [Br:29][C:30]1[CH:31]=[CH:32][C:33]2[O:37][C:36]3[C:38](=[O:40])[NH:39][C:42]([C:44]4[N:48]([CH3:49])[N:47]=[C:46]([O:50][CH:51]5[CH2:56][CH2:55][N:54]([C:57]([O:59][C:60]([CH3:63])([CH3:62])[CH3:61])=[O:58])[CH2:53][CH2:52]5)[CH:45]=4)=[N:41][C:35]=3[C:34]=2[CH:64]=1, predict the reactants needed to synthesize it. The reactants are: BrC1C=CC2OC3C(=O)NC(C4CCN(C(OC(C)(C)C)=O)CC4)=NC=3C=2C=1.[Br:29][C:30]1[CH:31]=[CH:32][C:33]2[O:37][C:36]([C:38](=[O:40])[NH2:39])=[C:35]([NH:41][C:42]([C:44]3[N:48]([CH3:49])[N:47]=[C:46]([O:50][CH:51]4[CH2:56][CH2:55][N:54]([C:57]([O:59][C:60]([CH3:63])([CH3:62])[CH3:61])=[O:58])[CH2:53][CH2:52]4)[CH:45]=3)=O)[C:34]=2[CH:64]=1.BrC1C=CC2OC(C(=O)N)=C(NC(C3CCN(C(OC(C)(C)C)=O)CC3)=O)C=2C=1. (5) Given the product [CH2:31]([O:33][C:34](=[O:39])[CH2:35][CH2:36][CH2:37][N:3]1[C:2](=[O:1])[C:6]2([CH2:7][CH2:8][N:9]([C:12]([O:14][C:15]([CH3:18])([CH3:17])[CH3:16])=[O:13])[CH2:10][CH2:11]2)[N:5]([C:19]2[CH:20]=[CH:21][CH:22]=[CH:23][CH:24]=2)[CH2:4]1)[CH3:32], predict the reactants needed to synthesize it. The reactants are: [O:1]=[C:2]1[C:6]2([CH2:11][CH2:10][N:9]([C:12]([O:14][C:15]([CH3:18])([CH3:17])[CH3:16])=[O:13])[CH2:8][CH2:7]2)[N:5]([C:19]2[CH:24]=[CH:23][CH:22]=[CH:21][CH:20]=2)[CH2:4][NH:3]1.C(=O)([O-])[O-].[K+].[K+].[CH2:31]([O:33][C:34](=[O:39])[CH2:35][CH2:36][CH2:37]Br)[CH3:32]. (6) The reactants are: Cl[C:2]1[N:7]=[C:6]([C:8]2[S:12][C:11]([CH:13]([CH3:15])[CH3:14])=[N:10][C:9]=2[C:16]2[CH:17]=[CH:18][C:19]([F:34])=[C:20]([NH:22][S:23]([C:26]3[CH:31]=[C:30]([F:32])[CH:29]=[CH:28][C:27]=3[F:33])(=[O:25])=[O:24])[CH:21]=2)[CH:5]=[CH:4][N:3]=1.[O:35]1[CH2:40][CH2:39][CH:38]([NH2:41])[CH2:37][CH2:36]1. Given the product [F:33][C:27]1[CH:28]=[CH:29][C:30]([F:32])=[CH:31][C:26]=1[S:23]([NH:22][C:20]1[CH:21]=[C:16]([C:9]2[N:10]=[C:11]([CH:13]([CH3:15])[CH3:14])[S:12][C:8]=2[C:6]2[CH:5]=[CH:4][N:3]=[C:2]([NH:41][CH:38]3[CH2:39][CH2:40][O:35][CH2:36][CH2:37]3)[N:7]=2)[CH:17]=[CH:18][C:19]=1[F:34])(=[O:25])=[O:24], predict the reactants needed to synthesize it. (7) The reactants are: [Br:1][C:2]1[CH:3]=[CH:4][C:5]([NH2:11])=[C:6]([CH:10]=1)[C:7](O)=[O:8].[CH:12]([NH2:14])=O. Given the product [Br:1][C:2]1[CH:10]=[C:6]2[C:5](=[CH:4][CH:3]=1)[N:11]=[CH:12][N:14]=[C:7]2[OH:8], predict the reactants needed to synthesize it. (8) Given the product [P:2](=[O:1])([OH:5])([OH:4])[OH:3].[N+:22]([O-:25])([O-:24])=[O:23].[Ca+2:17].[N+:22]([O-:25])([O-:24])=[O:23], predict the reactants needed to synthesize it. The reactants are: [O-:1][P:2]([O-:5])([O-:4])=[O:3].[O-:1][P:2]([O-:5])([O-:4])=[O:3].[O-:1][P:2]([O-:5])([O-:4])=[O:3].[F-].[Ca+2:17].[Ca+2:17].[Ca+2:17].[Ca+2].[Ca+2].[N+:22]([O-:25])([OH:24])=[O:23].